Dataset: Catalyst prediction with 721,799 reactions and 888 catalyst types from USPTO. Task: Predict which catalyst facilitates the given reaction. (1) Reactant: [CH2:1]([S:6][C:7]1[S:8][C:9]2[CH:15]=[C:14]([S:16]([NH:19][C@H:20]([CH3:24])[C:21](O)=[O:22])(=[O:18])=[O:17])[CH:13]=[CH:12][C:10]=2[N:11]=1)[CH2:2][CH2:3][CH2:4][CH3:5].C(Cl)(=O)C([Cl:28])=O.CN(C=O)C. Product: [CH2:1]([S:6][C:7]1[S:8][C:9]2[CH:15]=[C:14]([S:16]([NH:19][C@H:20]([CH3:24])[C:21]([Cl:28])=[O:22])(=[O:18])=[O:17])[CH:13]=[CH:12][C:10]=2[N:11]=1)[CH2:2][CH2:3][CH2:4][CH3:5]. The catalyst class is: 4. (2) Reactant: [Br:1][C:2]1[CH:3]=[C:4]2[C:9]3=[C:10]([N:12]([CH:15]([CH3:21])[C:16]([O:18]CC)=[O:17])[C:13](=[O:14])[N:8]3[CH2:7][CH2:6][CH2:5]2)[CH:11]=1.[OH-].[Li+].Cl. Product: [Br:1][C:2]1[CH:3]=[C:4]2[C:9]3=[C:10]([N:12]([CH:15]([CH3:21])[C:16]([OH:18])=[O:17])[C:13](=[O:14])[N:8]3[CH2:7][CH2:6][CH2:5]2)[CH:11]=1. The catalyst class is: 30. (3) Reactant: [CH3:1][C:2]1[N:6]=[C:5]([C:7]2[C:8]3[CH2:27][CH2:26][CH2:25][CH2:24][CH2:23][C:9]=3[S:10][C:11]=2[NH:12][C:13]([C:15]2[CH2:19][CH2:18][CH2:17][C:16]=2[C:20]([OH:22])=[O:21])=[O:14])[O:4][N:3]=1.[C:28]12C(=O)OC(=O)C=1CCCC2. Product: [CH3:1][C:2]1[N:6]=[C:5]([C:7]2[C:8]3[CH2:27][CH2:26][CH2:25][CH2:24][CH2:23][C:9]=3[S:10][C:11]=2[NH:12][C:13]([C:15]2[CH2:19][CH2:18][CH2:28][CH2:17][C:16]=2[C:20]([OH:22])=[O:21])=[O:14])[O:4][N:3]=1. The catalyst class is: 1. (4) Reactant: [CH2:1]([O:3][CH2:4][O:5][C:6]1[CH:11]=[C:10]([O:12][CH2:13][O:14][CH2:15][CH3:16])[CH:9]=[CH:8][C:7]=1[O:17][CH3:18])[CH3:2].[Li][CH2:20]CCC.CI. Product: [CH2:15]([O:14][CH2:13][O:12][C:10]1[CH:9]=[CH:8][C:7]([O:17][CH3:18])=[C:6]([O:5][CH2:4][O:3][CH2:1][CH3:2])[C:11]=1[CH3:20])[CH3:16]. The catalyst class is: 1. (5) Reactant: [CH:1]([C:3]1[N:7]([CH2:8][C:9]2[CH:14]=[CH:13][C:12]([O:15][CH3:16])=[CH:11][CH:10]=2)[CH:6]=[C:5]([C:17]([O:19][CH2:20][CH3:21])=[O:18])[C:4]=1[CH3:22])=[O:2]. Product: [CH:9]1([CH:1]([OH:2])[C:3]2[N:7]([CH2:8][C:9]3[CH:14]=[CH:13][C:12]([O:15][CH3:16])=[CH:11][CH:10]=3)[CH:6]=[C:5]([C:17]([O:19][CH2:20][CH3:21])=[O:18])[C:4]=2[CH3:22])[CH2:14][CH2:13][CH2:12][CH2:11][CH2:10]1. The catalyst class is: 598. (6) Reactant: [CH3:1][O:2][C:3]1[CH:4]=[C:5]([CH:9]=[CH:10][C:11]=1[O:12][CH3:13])[CH2:6][CH2:7][NH2:8].[F:14][C:15]([F:28])([F:27])[C:16]1[CH:26]=[CH:25][C:19]([CH2:20][CH2:21][C:22](O)=[O:23])=[CH:18][CH:17]=1. Product: [CH3:1][O:2][C:3]1[CH:4]=[C:5]([CH:9]=[CH:10][C:11]=1[O:12][CH3:13])[CH2:6][CH2:7][NH:8][C:22](=[O:23])[CH2:21][CH2:20][C:19]1[CH:18]=[CH:17][C:16]([C:15]([F:27])([F:28])[F:14])=[CH:26][CH:25]=1. The catalyst class is: 133.